This data is from Forward reaction prediction with 1.9M reactions from USPTO patents (1976-2016). The task is: Predict the product of the given reaction. (1) Given the reactants [CH3:1][C:2]1[O:6][C:5]([C:7]2[CH:12]=[CH:11][CH:10]=[CH:9][CH:8]=2)=[N:4][C:3]=1[CH2:13]/[CH:14]=[CH:15]/[C:16]1[CH:31]=[CH:30][C:19]([O:20][C:21]2([C:25]([O:27][CH2:28][CH3:29])=[O:26])[CH2:24][CH2:23][CH2:22]2)=[CH:18][CH:17]=1.[H][H], predict the reaction product. The product is: [CH3:1][C:2]1[O:6][C:5]([C:7]2[CH:12]=[CH:11][CH:10]=[CH:9][CH:8]=2)=[N:4][C:3]=1[CH2:13][CH2:14][CH2:15][C:16]1[CH:17]=[CH:18][C:19]([O:20][C:21]2([C:25]([O:27][CH2:28][CH3:29])=[O:26])[CH2:24][CH2:23][CH2:22]2)=[CH:30][CH:31]=1. (2) Given the reactants [C:1]([OH:9])(=O)[C:2]1[CH:7]=[CH:6][CH:5]=[CH:4][CH:3]=1.C(N1C=CN=C1)(N1C=CN=C1)=O.[CH2:22]([O:24][P:25]([C:30]1[C:31](=[O:45])[NH:32][C:33]2[C:38]([CH:39]=1)=[CH:37][C:36]([S:40]([NH2:43])(=[O:42])=[O:41])=[C:35]([Cl:44])[CH:34]=2)(=[O:29])[O:26][CH2:27][CH3:28])[CH3:23].C1CCN2C(=NCCC2)CC1.Cl, predict the reaction product. The product is: [CH2:27]([O:26][P:25]([C:30]1[C:31](=[O:45])[NH:32][C:33]2[C:38]([CH:39]=1)=[CH:37][C:36]([S:40]([NH:43][C:1](=[O:9])[C:2]1[CH:3]=[CH:4][CH:5]=[CH:6][CH:7]=1)(=[O:41])=[O:42])=[C:35]([Cl:44])[CH:34]=2)(=[O:29])[O:24][CH2:22][CH3:23])[CH3:28].